The task is: Regression/Classification. Given a drug SMILES string, predict its absorption, distribution, metabolism, or excretion properties. Task type varies by dataset: regression for continuous measurements (e.g., permeability, clearance, half-life) or binary classification for categorical outcomes (e.g., BBB penetration, CYP inhibition). Dataset: rlm.. This data is from Rat liver microsome stability data. (1) The molecule is N#Cc1ccccc1Cn1c(N2CCC[C@@H](N)C2)nc(-c2ccccc2)cc1=O. The result is 1 (stable in rat liver microsomes). (2) The molecule is CCCCCOc1ccccc1/C(=C\SC)n1ccnc1. The result is 1 (stable in rat liver microsomes). (3) The drug is Cn1c(-c2cccc(N)n2)c(C2CCCCC2)c2ccc(C(=O)NC(C)(C)C(=O)Nc3ccc(C=CC(=O)O)cc3)cc21. The result is 1 (stable in rat liver microsomes). (4) The compound is Cc1ccnc(NC(=S)N2CC[C@@H](Nc3cccc(C(F)(F)F)c3)C2)c1. The result is 1 (stable in rat liver microsomes). (5) The molecule is O=S(=O)(Nc1nccs1)c1ccc(NCc2cccc(Cl)c2Cl)cc1. The result is 1 (stable in rat liver microsomes). (6) The drug is O=C(NCC1(N2CCOCC2)CCCCC1)c1ccc2[nH]nc(-c3ccc(N4C5CCC4COC5)cc3)c2c1. The result is 1 (stable in rat liver microsomes).